This data is from Full USPTO retrosynthesis dataset with 1.9M reactions from patents (1976-2016). The task is: Predict the reactants needed to synthesize the given product. The reactants are: C1(=O)NCCCCC1.O.[C:10]1([CH3:20])[CH:15]=[CH:14][C:13]([S:16]([OH:19])(=[O:18])=[O:17])=[CH:12][CH:11]=1. Given the product [CH3:20][C:10]1[CH:15]=[CH:14][C:13]([S:16]([OH:19])(=[O:18])=[O:17])=[CH:12][CH:11]=1, predict the reactants needed to synthesize it.